Dataset: Catalyst prediction with 721,799 reactions and 888 catalyst types from USPTO. Task: Predict which catalyst facilitates the given reaction. (1) Reactant: [CH:1]1([C@@H:7]([NH:9][C:10]([C:12]2[C:21]3[C:16](=[CH:17][CH:18]=[CH:19][CH:20]=3)[N:15]=[C:14]([C:22]3[CH:27]=[CH:26][CH:25]=[CH:24][CH:23]=3)[C:13]=2[CH2:28][N:29]2[CH2:34][CH2:33][N:32]([CH2:35][CH2:36][O:37][CH2:38][CH2:39][O:40]C3CCCCO3)[C:31](=[O:47])[CH2:30]2)=[O:11])[CH3:8])[CH2:6][CH2:5][CH2:4][CH2:3][CH2:2]1.Cl. Product: [CH:1]1([C@@H:7]([NH:9][C:10]([C:12]2[C:21]3[C:16](=[CH:17][CH:18]=[CH:19][CH:20]=3)[N:15]=[C:14]([C:22]3[CH:27]=[CH:26][CH:25]=[CH:24][CH:23]=3)[C:13]=2[CH2:28][N:29]2[CH2:34][CH2:33][N:32]([CH2:35][CH2:36][O:37][CH2:38][CH2:39][OH:40])[C:31](=[O:47])[CH2:30]2)=[O:11])[CH3:8])[CH2:2][CH2:3][CH2:4][CH2:5][CH2:6]1. The catalyst class is: 116. (2) Reactant: [CH3:1][NH:2][CH3:3].[Cl:4][C:5]1[CH:10]=[CH:9][C:8]([N+:11]([O-:13])=[O:12])=[C:7](F)[CH:6]=1.C(=O)([O-])[O-].[K+].[K+]. Product: [Cl:4][C:5]1[CH:10]=[CH:9][C:8]([N+:11]([O-:13])=[O:12])=[C:7]([CH:6]=1)[N:2]([CH3:3])[CH3:1]. The catalyst class is: 7. (3) Reactant: [Cl:1][C:2]1[CH:7]=[C:6]([CH2:8]O)[CH:5]=[CH:4][N:3]=1.S(Cl)([Cl:12])=O. Product: [ClH:1].[Cl:1][C:2]1[CH:7]=[C:6]([CH2:8][Cl:12])[CH:5]=[CH:4][N:3]=1. The catalyst class is: 11. (4) Reactant: Cl[C:2]1[C:7]2[CH:8]=[CH:9][O:10][C:6]=2[CH:5]=[CH:4][N:3]=1.C(=O)([O-])[O-].[Cs+].[Cs+].[Br:17][C:18]1[CH:23]=[CH:22][C:21]([OH:24])=[CH:20][C:19]=1[CH3:25].O. Product: [Br:17][C:18]1[CH:23]=[CH:22][C:21]([O:24][C:2]2[C:7]3[CH:8]=[CH:9][O:10][C:6]=3[CH:5]=[CH:4][N:3]=2)=[CH:20][C:19]=1[CH3:25]. The catalyst class is: 16. (5) Reactant: [F:1][C:2]1[CH:19]=[C:18]([I:20])[CH:17]=[CH:16][C:3]=1[NH:4][C:5]1[C:6]([C:13]([OH:15])=O)=[CH:7][N:8]([CH3:12])[C:9](=[O:11])[CH:10]=1.C1N=CN(C(N2C=NC=C2)=O)C=1.[NH2:33][C:34]([CH2:39][OH:40])([CH2:37][OH:38])[CH2:35][OH:36].CCCCCC. Product: [F:1][C:2]1[CH:19]=[C:18]([I:20])[CH:17]=[CH:16][C:3]=1[NH:4][C:5]1[C:6]([C:13]([NH:33][C:34]([CH2:39][OH:40])([CH2:37][OH:38])[CH2:35][OH:36])=[O:15])=[CH:7][N:8]([CH3:12])[C:9](=[O:11])[CH:10]=1. The catalyst class is: 118. (6) Reactant: [Cl:1][C:2]1[CH:3]=[C:4]([C:8]2[CH:13]=[C:12]([N:14]3[CH2:19][CH2:18][N:17]([C:20]4[C:25]([C:26]([F:29])([F:28])[F:27])=[CH:24][CH:23]=[CH:22][N:21]=4)[CH2:16][CH2:15]3)[N:11]=[C:10]([CH2:30]OC)[N:9]=2)[CH:5]=[CH:6][CH:7]=1.[BrH:33]. Product: [Br:33][CH2:30][C:10]1[N:9]=[C:8]([C:4]2[CH:5]=[CH:6][CH:7]=[C:2]([Cl:1])[CH:3]=2)[CH:13]=[C:12]([N:14]2[CH2:19][CH2:18][N:17]([C:20]3[C:25]([C:26]([F:29])([F:28])[F:27])=[CH:24][CH:23]=[CH:22][N:21]=3)[CH2:16][CH2:15]2)[N:11]=1. The catalyst class is: 52. (7) Reactant: [CH3:1][O:2][CH2:3][C@H:4]([CH3:24])[O:5][C:6]1[CH:7]=[C:8]([OH:23])[CH:9]=[C:10]([C:12]2[NH:13][C:14]([C:17]3[O:18][C@@H:19]([CH3:22])[CH2:20][N:21]=3)=[CH:15][CH:16]=2)[CH:11]=1.F[C:26]1[CH:31]=[CH:30][C:29]([S:32]([N:35]2[CH2:40][CH2:39][N:38]([CH3:41])[CH2:37][CH2:36]2)(=[O:34])=[O:33])=[CH:28][CH:27]=1.C(=O)([O-])[O-].[K+].[K+].O. Product: [CH3:1][O:2][CH2:3][C@H:4]([CH3:24])[O:5][C:6]1[CH:7]=[C:8]([CH:9]=[C:10]([C:12]2[NH:13][C:14]([C:17]3[O:18][C@@H:19]([CH3:22])[CH2:20][N:21]=3)=[CH:15][CH:16]=2)[CH:11]=1)[O:23][C:26]1[CH:31]=[CH:30][C:29]([S:32]([N:35]2[CH2:40][CH2:39][N:38]([CH3:41])[CH2:37][CH2:36]2)(=[O:33])=[O:34])=[CH:28][CH:27]=1. The catalyst class is: 9. (8) Reactant: Br[C:2]1[CH:7]=[CH:6][CH:5]=[CH:4][CH:3]=1.C(O)(CC)(C)C.[O-]P([O-])([O-])=O.[K+].[K+].[K+].[C:22]1(=[O:29])[CH2:27][CH2:26][CH2:25][C:24](=[O:28])[CH2:23]1.C(P(C(C)(C)C)C1C=CC=CC=1C1C=CC=CC=1C)(C)(C)C. Product: [C:2]1([CH:23]2[C:24](=[O:28])[CH2:25][CH2:26][CH2:27][C:22]2=[O:29])[CH:7]=[CH:6][CH:5]=[CH:4][CH:3]=1. The catalyst class is: 584.